Dataset: Forward reaction prediction with 1.9M reactions from USPTO patents (1976-2016). Task: Predict the product of the given reaction. Given the reactants [OH:1][C:2]1[C:9]([CH3:10])=[CH:8][C:5]([CH:6]=[O:7])=[CH:4][C:3]=1[CH3:11].[F:12][C:13]([F:26])([F:25])[S:14](O[S:14]([C:13]([F:26])([F:25])[F:12])(=[O:16])=[O:15])(=[O:16])=[O:15], predict the reaction product. The product is: [CH:6]([C:5]1[CH:4]=[C:3]([CH3:11])[C:2]([O:1][S:14]([C:13]([F:26])([F:25])[F:12])(=[O:16])=[O:15])=[C:9]([CH3:10])[CH:8]=1)=[O:7].